From a dataset of Peptide-MHC class I binding affinity with 185,985 pairs from IEDB/IMGT. Regression. Given a peptide amino acid sequence and an MHC pseudo amino acid sequence, predict their binding affinity value. This is MHC class I binding data. (1) The MHC is HLA-B39:01 with pseudo-sequence HLA-B39:01. The peptide sequence is HRDGKPRYL. The binding affinity (normalized) is 0.578. (2) The peptide sequence is LYAVTTAVL. The MHC is HLA-B40:01 with pseudo-sequence HLA-B40:01. The binding affinity (normalized) is 0.0847. (3) The peptide sequence is HPIMYYTKF. The MHC is HLA-B53:01 with pseudo-sequence HLA-B53:01. The binding affinity (normalized) is 0.753. (4) The peptide sequence is QLMYALEPRK. The MHC is HLA-A68:01 with pseudo-sequence HLA-A68:01. The binding affinity (normalized) is 0.591. (5) The peptide sequence is SAIENLEYM. The MHC is H-2-Db with pseudo-sequence H-2-Db. The binding affinity (normalized) is 0.728. (6) The peptide sequence is TMPELAWAV. The MHC is HLA-A02:01 with pseudo-sequence HLA-A02:01. The binding affinity (normalized) is 0.744. (7) The peptide sequence is FPRCRYVHK. The MHC is HLA-A02:03 with pseudo-sequence HLA-A02:03. The binding affinity (normalized) is 0.0847. (8) The peptide sequence is IFEANGNLI. The MHC is H-2-Db with pseudo-sequence H-2-Db. The binding affinity (normalized) is 0.0641.